This data is from Peptide-MHC class I binding affinity with 185,985 pairs from IEDB/IMGT. The task is: Regression. Given a peptide amino acid sequence and an MHC pseudo amino acid sequence, predict their binding affinity value. This is MHC class I binding data. (1) The peptide sequence is DSYRYLPL. The MHC is H-2-Kb with pseudo-sequence H-2-Kb. The binding affinity (normalized) is 0.780. (2) The peptide sequence is SLAIDAYPL. The MHC is HLA-B15:01 with pseudo-sequence HLA-B15:01. The binding affinity (normalized) is 0.355. (3) The peptide sequence is GWSPQAQGIL. The binding affinity (normalized) is 0.391. The MHC is Patr-A0901 with pseudo-sequence Patr-A0901. (4) The peptide sequence is RPDTRHLRV. The MHC is H-2-Dd with pseudo-sequence H-2-Dd. The binding affinity (normalized) is 0. (5) The peptide sequence is LCEEGKVCY. The MHC is HLA-A23:01 with pseudo-sequence HLA-A23:01. The binding affinity (normalized) is 0.0422. (6) The peptide sequence is YPITADKRI. The MHC is HLA-A01:01 with pseudo-sequence HLA-A01:01. The binding affinity (normalized) is 0.0847. (7) The peptide sequence is YFIKVSARV. The MHC is Patr-B0101 with pseudo-sequence Patr-B0101. The binding affinity (normalized) is 0. (8) The peptide sequence is RVKQHMASM. The MHC is BoLA-AW10 with pseudo-sequence BoLA-AW10. The binding affinity (normalized) is 0.0641. (9) The binding affinity (normalized) is 0.141. The MHC is HLA-A01:01 with pseudo-sequence HLA-A01:01. The peptide sequence is TLYLQMNSL.